From a dataset of Forward reaction prediction with 1.9M reactions from USPTO patents (1976-2016). Predict the product of the given reaction. (1) Given the reactants [CH2:1]([N:8]1[CH2:23][CH2:22][N:11]2[C:12](=[O:21])[C:13]3[CH:14]=[CH:15][C:16](Br)=[CH:17][C:18]=3[CH2:19][C@@H:10]2[CH2:9]1)[C:2]1[CH:7]=[CH:6][CH:5]=[CH:4][CH:3]=1.[CH2:24](N1CCN2C(=O)C3C(Br)=CC=CC=3C[C@@H]2C1)[C:25]1C=CC=C[CH:26]=1.C(B(O)O)(C)=C.C([O-])([O-])=O.[K+].[K+], predict the reaction product. The product is: [CH2:1]([N:8]1[CH2:23][CH2:22][N:11]2[C:12](=[O:21])[C:13]3[CH:14]=[CH:15][C:16]([C:25]([CH3:26])=[CH2:24])=[CH:17][C:18]=3[CH2:19][C@@H:10]2[CH2:9]1)[C:2]1[CH:7]=[CH:6][CH:5]=[CH:4][CH:3]=1. (2) Given the reactants [O:1]=[C:2]1[C:11]2[C:6](=[CH:7][CH:8]=[CH:9][CH:10]=2)[N:5]=[C:4]([CH2:12][CH2:13][CH2:14][C:15]([OH:17])=O)[NH:3]1.[Cl:18][C:19]1[CH:35]=[CH:34][C:22]2[N:23]([CH:28]3[CH2:33][CH2:32][NH:31][CH2:30][CH2:29]3)[C:24](=[O:27])[N:25]([CH3:26])[C:21]=2[CH:20]=1, predict the reaction product. The product is: [Cl:18][C:19]1[CH:35]=[CH:34][C:22]2[N:23]([CH:28]3[CH2:29][CH2:30][N:31]([C:15](=[O:17])[CH2:14][CH2:13][CH2:12][C:4]4[NH:3][C:2](=[O:1])[C:11]5[C:6](=[CH:7][CH:8]=[CH:9][CH:10]=5)[N:5]=4)[CH2:32][CH2:33]3)[C:24](=[O:27])[N:25]([CH3:26])[C:21]=2[CH:20]=1. (3) The product is: [Cl:35][C:27]1[N:26]=[C:25]([O:8][C@H:9]2[C@H:13]([CH3:14])[CH2:12][N:11]([C:15]([O:17][C:18]([CH3:20])([CH3:19])[CH3:21])=[O:16])[CH2:10]2)[C:34]2[C:29]([CH:28]=1)=[CH:30][CH:31]=[CH:32][CH:33]=2. Given the reactants CN1CCCC1=O.[OH:8][C@H:9]1[C@H:13]([CH3:14])[CH2:12][N:11]([C:15]([O:17][C:18]([CH3:21])([CH3:20])[CH3:19])=[O:16])[CH2:10]1.[H-].[Na+].Cl[C:25]1[C:34]2[C:29](=[CH:30][CH:31]=[CH:32][CH:33]=2)[CH:28]=[C:27]([Cl:35])[N:26]=1, predict the reaction product. (4) Given the reactants C[O:2][C:3](=O)[C@@H:4]([N:16]1[C:22](=[O:23])[CH2:21][CH2:20][N:19]([C:24]2[CH:29]=[CH:28][C:27]([C:30]([F:33])([F:32])[F:31])=[CH:26][CH:25]=2)[CH2:18][CH2:17]1)[CH2:5][CH2:6][N:7]1[CH2:14][CH2:13][C:10]2([CH2:12][CH2:11]2)[C@H:9]([OH:15])[CH2:8]1.[Li+].[BH4-], predict the reaction product. The product is: [OH:15][C@@H:9]1[CH2:8][N:7]([CH2:6][CH2:5][C@H:4]([N:16]2[C:22](=[O:23])[CH2:21][CH2:20][N:19]([C:24]3[CH:25]=[CH:26][C:27]([C:30]([F:31])([F:33])[F:32])=[CH:28][CH:29]=3)[CH2:18][CH2:17]2)[CH2:3][OH:2])[CH2:14][CH2:13][C:10]21[CH2:12][CH2:11]2.